Predict the reactants needed to synthesize the given product. From a dataset of Full USPTO retrosynthesis dataset with 1.9M reactions from patents (1976-2016). Given the product [O:1]1[CH:5]=[CH:4][C:3]([C:10]2[CH:15]=[CH:14][C:13]([C:16]3[N:17]=[CH:18][CH:19]=[CH:20][N:21]=3)=[CH:12][CH:11]=2)=[CH:2]1, predict the reactants needed to synthesize it. The reactants are: [O:1]1[CH:5]=[CH:4][C:3](B(O)O)=[CH:2]1.Br[C:10]1[CH:15]=[CH:14][C:13]([C:16]2[N:21]=[CH:20][CH:19]=[CH:18][N:17]=2)=[CH:12][CH:11]=1.